From a dataset of Catalyst prediction with 721,799 reactions and 888 catalyst types from USPTO. Predict which catalyst facilitates the given reaction. (1) Reactant: CN(C)[CH2:3][C:4]1[C:8]2=[N:9][CH:10]=[CH:11][CH:12]=[C:7]2[NH:6][CH:5]=1.O.[C-:15]#[N:16].[Na+]. Product: [NH:6]1[C:7]2[C:8](=[N:9][CH:10]=[CH:11][CH:12]=2)[C:4]([CH2:3][C:15]#[N:16])=[CH:5]1. The catalyst class is: 1. (2) Reactant: [F:1][C:2]([F:7])([F:6])[C:3]([OH:5])=[O:4].COC(=O)[C:11]1C=[CH:15][CH:14]=[C:13]([C:17]([N:19]2[CH2:23][CH2:22][C@@H:21]([NH:24][C:25]([NH:27][C@@H:28]3[CH2:32][CH2:31][N:30]([C:33]4[N:41]=[C:40]5[C:36]([N:37]=[CH:38][N:39]5[C@H:42]5[C@H:46]([OH:47])[C@H:45]([OH:48])[C@@H:44]([C:49](=[O:53])[NH:50][CH2:51][CH3:52])[O:43]5)=[C:35]([NH:54][CH2:55][CH:56]([C:63]5[CH:68]=[CH:67][CH:66]=[CH:65][CH:64]=5)[C:57]5[CH:62]=[CH:61][CH:60]=[CH:59][CH:58]=5)[N:34]=4)[CH2:29]3)=[O:26])[CH2:20]2)=[O:18])[CH:12]=1.[OH-].[K+]. Product: [F:1][C:2]([F:7])([F:6])[C:3]([OH:5])=[O:4].[C:57]1([CH:56]([C:63]2[CH:64]=[CH:65][CH:66]=[CH:67][CH:68]=2)[CH2:55][NH:54][C:35]2[N:34]=[C:33]([N:30]3[CH2:31][CH2:32][C@@H:28]([NH:27][C:25](=[O:26])[NH:24][C@@H:21]4[CH2:22][CH2:23][N:19]([C:17]([C:13]5[CH:12]=[CH:11][C:2]([C:3]([OH:5])=[O:4])=[CH:15][CH:14]=5)=[O:18])[CH2:20]4)[CH2:29]3)[N:41]=[C:40]3[C:36]=2[N:37]=[CH:38][N:39]3[C@H:42]2[C@H:46]([OH:47])[C@H:45]([OH:48])[C@@H:44]([C:49](=[O:53])[NH:50][CH2:51][CH3:52])[O:43]2)[CH:58]=[CH:59][CH:60]=[CH:61][CH:62]=1. The catalyst class is: 24.